From a dataset of Aqueous solubility values for 9,982 compounds from the AqSolDB database. Regression/Classification. Given a drug SMILES string, predict its absorption, distribution, metabolism, or excretion properties. Task type varies by dataset: regression for continuous measurements (e.g., permeability, clearance, half-life) or binary classification for categorical outcomes (e.g., BBB penetration, CYP inhibition). For this dataset (solubility_aqsoldb), we predict Y. (1) The compound is CC(C)CCCCCCCOC(=O)c1ccc(C(=O)OCCCCCCCC(C)C)c(C(=O)OCCCCCCCC(C)C)c1. The Y is -5.71 log mol/L. (2) The compound is Cc1cc(C)nc(C)c1. The Y is -0.539 log mol/L. (3) The compound is CC1CCCO1. The Y is 0.207 log mol/L. (4) The compound is CC12CCC(=O)C=C1CCC1C2CCC2(C)C(OC(=O)C(CO)CO)CCC12. The Y is -4.25 log mol/L. (5) The molecule is C=CCc1ccc(OC)cc1. The Y is -2.92 log mol/L. (6) The compound is [Bi+3].[O-2].[O-2].[O-2].[O-2].[V]. The Y is -8.51 log mol/L.